From a dataset of Forward reaction prediction with 1.9M reactions from USPTO patents (1976-2016). Predict the product of the given reaction. (1) Given the reactants [N:1]1([C:10]([O:12][C:13]([CH3:16])([CH3:15])[CH3:14])=[O:11])[CH2:6][CH2:5][CH2:4][C@@H:3]2[CH2:7][NH:8][CH2:9][C@H:2]12.Br[C:18]1[CH:19]=[CH:20][C:21]([Cl:24])=[N:22][CH:23]=1, predict the reaction product. The product is: [Cl:24][C:21]1[N:22]=[CH:23][C:18]([N:8]2[CH2:7][C@@H:3]3[C@@H:2]([N:1]([C:10]([O:12][C:13]([CH3:16])([CH3:15])[CH3:14])=[O:11])[CH2:6][CH2:5][CH2:4]3)[CH2:9]2)=[CH:19][CH:20]=1. (2) Given the reactants [CH:1]1([N:4]2[C:9](=O)[C:8](CO)=C(C)C(C3C=CC(OC)=C(F)C=3)=N2)[CH2:3]C1.Br[CH2:24][C:25]1[C:26](=[O:44])[N:27]([CH2:40][CH:41]2[CH2:43][CH2:42]2)[N:28]=[C:29]([C:31]2[CH:36]=[CH:35][C:34]([O:37][CH3:38])=[C:33]([F:39])[CH:32]=2)[CH:30]=1.C(Br)(Br)(Br)Br.[N:50]1C=CC=C[CH:51]=1.[C:56]1(P(C2C=CC=CC=2)C2C=CC=CC=2)C=CC=C[CH:57]=1, predict the reaction product. The product is: [CH:41]1([CH2:40][N:27]2[C:26](=[O:44])[C:25]([CH2:24][CH2:56][CH2:57][N:4]3[CH2:1][CH2:3][N:50]([CH3:51])[CH2:8][CH2:9]3)=[CH:30][C:29]([C:31]3[CH:36]=[CH:35][C:34]([O:37][CH3:38])=[C:33]([F:39])[CH:32]=3)=[N:28]2)[CH2:43][CH2:42]1. (3) Given the reactants N1[CH:6]=[CH:5][CH:4]=[C:3]([CH:7]2[CH2:12][CH2:11][C:10](=O)[CH2:9][CH2:8]2)C=1.Br[C:15]1C=CC=C[N:16]=1.CC1(C)C(C)(C)OB(C2CCC3(OCCO3)CC=2)O1.[NH:40]1[CH2:43][CH:42]([NH:44][C:45](=[O:62])[CH2:46][NH:47][C:48]2[C:57]3[C:52](=[CH:53][CH:54]=[C:55]([C:58]([F:61])([F:60])[F:59])[CH:56]=3)[N:51]=[CH:50][N:49]=2)[CH2:41]1.[BH-](OC(C)=O)(OC(C)=O)OC(C)=O.[Na+], predict the reaction product. The product is: [N:16]1[CH:15]=[CH:6][CH:5]=[CH:4][C:3]=1[CH:7]1[CH2:8][CH2:9][CH:10]([N:40]2[CH2:41][CH:42]([NH:44][C:45](=[O:62])[CH2:46][NH:47][C:48]3[C:57]4[C:52](=[CH:53][CH:54]=[C:55]([C:58]([F:60])([F:59])[F:61])[CH:56]=4)[N:51]=[CH:50][N:49]=3)[CH2:43]2)[CH2:11][CH2:12]1.